Dataset: NCI-60 drug combinations with 297,098 pairs across 59 cell lines. Task: Regression. Given two drug SMILES strings and cell line genomic features, predict the synergy score measuring deviation from expected non-interaction effect. Drug 1: CCCS(=O)(=O)NC1=C(C(=C(C=C1)F)C(=O)C2=CNC3=C2C=C(C=N3)C4=CC=C(C=C4)Cl)F. Drug 2: B(C(CC(C)C)NC(=O)C(CC1=CC=CC=C1)NC(=O)C2=NC=CN=C2)(O)O. Cell line: SK-OV-3. Synergy scores: CSS=1.20, Synergy_ZIP=0.150, Synergy_Bliss=0.553, Synergy_Loewe=-3.07, Synergy_HSA=-0.0600.